Task: Predict the reaction yield, written as a fraction of the theoretical maximum amount of product (1.0 means a 100% yield; for example, 0.34 means a 34% yield).. Dataset: Reaction yield outcomes from USPTO patents with 853,638 reactions (1) The reactants are [F:1][C:2]1[CH:3]=[C:4]([N:9]2[C:13]([CH2:14][NH:15]C(=O)OC(C)(C)C)=[CH:12][C:11]([C:23]([F:26])([F:25])[F:24])=[N:10]2)[CH:5]=[C:6]([F:8])[CH:7]=1.[ClH:27]. The catalyst is O1CCOCC1. The product is [ClH:27].[F:1][C:2]1[CH:3]=[C:4]([N:9]2[C:13]([CH2:14][NH2:15])=[CH:12][C:11]([C:23]([F:25])([F:24])[F:26])=[N:10]2)[CH:5]=[C:6]([F:8])[CH:7]=1. The yield is 0.780. (2) The reactants are [CH2:1]([N:3]([CH2:14][CH3:15])[C:4](=[O:13])[C:5]1[CH:10]=[CH:9][CH:8]=[CH:7][C:6]=1OC)[CH3:2].[CH3:16][O:17][C:18]1[CH:23]=[CH:22][C:21](B2OCC(C)(C)CO2)=[CH:20][CH:19]=1. The catalyst is C1(C)C=CC=CC=1. The product is [CH2:14]([N:3]([CH2:1][CH3:2])[C:4](=[O:13])[C:5]1[CH:10]=[CH:9][CH:8]=[CH:7][C:6]=1[C:21]1[CH:22]=[CH:23][C:18]([O:17][CH3:16])=[CH:19][CH:20]=1)[CH3:15]. The yield is 0.980. (3) The reactants are [CH2:1]([C:3]1[C:8]([O:9][C:10]2[C:11]([NH:23][C:24]3[S:28][N:27]=[C:26]([C@H:29]4[CH2:33][O:32]C5(CCCCC5)[O:30]4)[N:25]=3)=[N:12][CH:13]=[C:14]([S:16][C:17]3[CH:22]=[CH:21][CH:20]=[CH:19][N:18]=3)[CH:15]=2)=[CH:7][CH:6]=[CH:5][N:4]=1)[CH3:2].O.Cl. The catalyst is C(O)C. The product is [CH2:1]([C:3]1[C:8]([O:9][C:10]2[C:11]([NH:23][C:24]3[S:28][N:27]=[C:26]([C@H:29]([OH:30])[CH2:33][OH:32])[N:25]=3)=[N:12][CH:13]=[C:14]([S:16][C:17]3[CH:22]=[CH:21][CH:20]=[CH:19][N:18]=3)[CH:15]=2)=[CH:7][CH:6]=[CH:5][N:4]=1)[CH3:2]. The yield is 0.820. (4) The reactants are Br[C:2]1[CH:3]=[N:4][C:5]([N:8]2[CH2:13][CH2:12][N:11]([C:14]([O:16][C:17]([CH3:20])([CH3:19])[CH3:18])=[O:15])[CH2:10][CH2:9]2)=[N:6][CH:7]=1.CC(C)([O-])C.[Na+].C(=[NH:40])(C1C=CC=CC=1)C1C=CC=CC=1.C1C=CC(P(C2C(C3C(P(C4C=CC=CC=4)C4C=CC=CC=4)=CC=C4C=3C=CC=C4)=C3C(C=CC=C3)=CC=2)C2C=CC=CC=2)=CC=1.C(=O)([O-])O.[Na+]. The catalyst is C1(C)C=CC=CC=1.CCOC(C)=O.C1C=CC(/C=C/C(/C=C/C2C=CC=CC=2)=O)=CC=1.C1C=CC(/C=C/C(/C=C/C2C=CC=CC=2)=O)=CC=1.[Pd].C1COCC1. The product is [NH2:40][C:2]1[CH:3]=[N:4][C:5]([N:8]2[CH2:13][CH2:12][N:11]([C:14]([O:16][C:17]([CH3:20])([CH3:19])[CH3:18])=[O:15])[CH2:10][CH2:9]2)=[N:6][CH:7]=1. The yield is 0.920. (5) The reactants are Br[C:2]1[CH:3]=[C:4]([CH:7]=[CH:8][CH:9]=1)[C:5]#[N:6].[Li]CCCC.[O:15]=[C:16]1[CH2:21][CH2:20][N:19]([C:22]([O:24][C:25]([CH3:28])([CH3:27])[CH3:26])=[O:23])[CH2:18][CH2:17]1. The catalyst is C1COCC1. The product is [C:5]([C:4]1[CH:3]=[C:2]([C:16]2([OH:15])[CH2:17][CH2:18][N:19]([C:22]([O:24][C:25]([CH3:27])([CH3:26])[CH3:28])=[O:23])[CH2:20][CH2:21]2)[CH:9]=[CH:8][CH:7]=1)#[N:6]. The yield is 0.380. (6) The reactants are [Na].FC(F)(F)S(O[C:8]1[C:13]([Br:14])=[CH:12][C:11]([Cl:15])=[CH:10][C:9]=1[C:16](=[O:18])[CH3:17])(=O)=O.[F:21][C:22]1[CH:23]=[C:24](B(O)O)[CH:25]=[C:26]([F:28])[CH:27]=1. The catalyst is O.C1(C)C=CC=CC=1.C1C=CC([P]([Pd]([P](C2C=CC=CC=2)(C2C=CC=CC=2)C2C=CC=CC=2)([P](C2C=CC=CC=2)(C2C=CC=CC=2)C2C=CC=CC=2)[P](C2C=CC=CC=2)(C2C=CC=CC=2)C2C=CC=CC=2)(C2C=CC=CC=2)C2C=CC=CC=2)=CC=1. The product is [Br:14][C:13]1[C:8]([C:24]2[CH:23]=[C:22]([F:21])[CH:27]=[C:26]([F:28])[CH:25]=2)=[C:9]([C:16](=[O:18])[CH3:17])[CH:10]=[C:11]([Cl:15])[CH:12]=1. The yield is 0.820. (7) The reactants are [Cl:1][C:2]1[CH:3]=[C:4]([CH:6]=[CH:7][C:8]=1[O:9][C:10]1[C:19]2[C:14](=[CH:15][C:16]([O:22][CH3:23])=[C:17]([O:20][CH3:21])[CH:18]=2)[N:13]=[CH:12][CH:11]=1)[NH2:5].C1(C)C=CC=CC=1.[CH2:31]([N:38]=[C:39]=[S:40])[C:32]1[CH:37]=[CH:36][CH:35]=[CH:34][CH:33]=1. The catalyst is C(O)C. The product is [CH2:31]([NH:38][C:39]([NH:5][C:4]1[CH:6]=[CH:7][C:8]([O:9][C:10]2[C:19]3[C:14](=[CH:15][C:16]([O:22][CH3:23])=[C:17]([O:20][CH3:21])[CH:18]=3)[N:13]=[CH:12][CH:11]=2)=[C:2]([Cl:1])[CH:3]=1)=[S:40])[C:32]1[CH:37]=[CH:36][CH:35]=[CH:34][CH:33]=1. The yield is 0.650.